This data is from Forward reaction prediction with 1.9M reactions from USPTO patents (1976-2016). The task is: Predict the product of the given reaction. Given the reactants CN([CH2:4][C:5]1[C:9]2[CH:10]=[C:11]([O:14][CH3:15])[CH:12]=[CH:13][C:8]=2[NH:7][CH:6]=1)C.[N+:16]([CH:19]([CH3:24])[C:20]([O:22][CH3:23])=[O:21])([O-:18])=[O:17], predict the reaction product. The product is: [CH3:23][O:22][C:20](=[O:21])[C:19]([CH3:24])([N+:16]([O-:18])=[O:17])[CH2:4][C:5]1[C:9]2[C:8](=[CH:13][CH:12]=[C:11]([O:14][CH3:15])[CH:10]=2)[NH:7][CH:6]=1.